From a dataset of Reaction yield outcomes from USPTO patents with 853,638 reactions. Predict the reaction yield, written as a fraction of the theoretical maximum amount of product (1.0 means a 100% yield; for example, 0.34 means a 34% yield). (1) The reactants are [H-].[Na+].[O:3]=[C:4]([CH2:11][CH2:12][CH3:13])[CH2:5][C:6]([O:8][CH2:9][CH3:10])=[O:7].Br[CH2:15][C:16]1[S:20][C:19]([C:21]2[CH:28]=[CH:27][CH:26]=[CH:25][C:22]=2[C:23]#[N:24])=[CH:18][CH:17]=1.Cl. The catalyst is O1CCCC1. The product is [C:23]([C:22]1[CH:25]=[CH:26][CH:27]=[CH:28][C:21]=1[C:19]1[S:20][C:16]([CH2:15][CH:5]([C:4](=[O:3])[CH2:11][CH2:12][CH3:13])[C:6]([O:8][CH2:9][CH3:10])=[O:7])=[CH:17][CH:18]=1)#[N:24]. The yield is 0.810. (2) The reactants are Br[C:2]1[CH:3]=[C:4]([S:8]([NH:11][C:12]([CH3:15])([CH3:14])[CH3:13])(=[O:10])=[O:9])[CH:5]=[CH:6][CH:7]=1.[CH3:16][C:17]1([CH3:33])[C:21]([CH3:23])([CH3:22])[O:20][B:19]([B:19]2[O:20][C:21]([CH3:23])([CH3:22])[C:17]([CH3:33])([CH3:16])[O:18]2)[O:18]1.CC([O-])=O.[K+]. The catalyst is CS(C)=O. The product is [C:12]([NH:11][S:8]([C:4]1[CH:5]=[CH:6][CH:7]=[C:2]([B:19]2[O:20][C:21]([CH3:23])([CH3:22])[C:17]([CH3:33])([CH3:16])[O:18]2)[CH:3]=1)(=[O:10])=[O:9])([CH3:15])([CH3:14])[CH3:13]. The yield is 0.750.